Task: Predict the product of the given reaction.. Dataset: Forward reaction prediction with 1.9M reactions from USPTO patents (1976-2016) (1) Given the reactants [Br:1][C:2]1[C:3]([CH3:8])=[N:4][O:5][C:6]=1[NH2:7].[H-].[Na+].[CH3:11][O:12][C:13]1[CH:14]=[C:15]([CH:30]=[CH:31][C:32]=1[O:33][CH3:34])[CH2:16][C:17]1[S:21][C:20]2[CH:22]=[CH:23][CH:24]=[CH:25][C:19]=2[C:18]=1[S:26](Cl)(=[O:28])=[O:27], predict the reaction product. The product is: [Br:1][C:2]1[C:3]([CH3:8])=[N:4][O:5][C:6]=1[NH:7][S:26]([C:18]1[C:19]2[CH:25]=[CH:24][CH:23]=[CH:22][C:20]=2[S:21][C:17]=1[CH2:16][C:15]1[CH:30]=[CH:31][C:32]([O:33][CH3:34])=[C:13]([O:12][CH3:11])[CH:14]=1)(=[O:27])=[O:28]. (2) The product is: [F:1][C:2]1[CH:7]=[C:6]([N:8]([CH2:21][C:22]2[CH:23]=[C:24]([C:32]3[C:37]([CH3:38])=[CH:36][C:35]([O:39][CH2:49][C:50]4([OH:48])[CH2:55][CH2:54][S:53][CH2:52][CH2:51]4)=[CH:34][C:33]=3[CH3:40])[C:25]([O:28][CH:29]([CH3:31])[CH3:30])=[CH:26][CH:27]=2)[S:9]([C:12]2[CH:17]=[CH:16][CH:15]=[CH:14][C:13]=2[N+:18]([O-:20])=[O:19])(=[O:11])=[O:10])[CH:5]=[CH:4][C:3]=1[CH2:41][CH2:42][C:43]([O:45][CH2:46][CH3:47])=[O:44]. Given the reactants [F:1][C:2]1[CH:7]=[C:6]([N:8]([CH2:21][C:22]2[CH:23]=[C:24]([C:32]3[C:37]([CH3:38])=[CH:36][C:35]([OH:39])=[CH:34][C:33]=3[CH3:40])[C:25]([O:28][CH:29]([CH3:31])[CH3:30])=[CH:26][CH:27]=2)[S:9]([C:12]2[CH:17]=[CH:16][CH:15]=[CH:14][C:13]=2[N+:18]([O-:20])=[O:19])(=[O:11])=[O:10])[CH:5]=[CH:4][C:3]=1[CH2:41][CH2:42][C:43]([O:45][CH2:46][CH3:47])=[O:44].[O:48]1[C:50]2([CH2:55][CH2:54][S:53][CH2:52][CH2:51]2)[CH2:49]1.C(=O)([O-])[O-].[K+].[K+], predict the reaction product. (3) The product is: [N+:1]([C:4]1[C:5]([F:12])=[CH:6][C:7]([O:11][CH3:13])=[CH:8][C:9]=1[F:10])([O-:3])=[O:2]. Given the reactants [N+:1]([C:4]1[C:9]([F:10])=[CH:8][C:7]([OH:11])=[CH:6][C:5]=1[F:12])([O-:3])=[O:2].[C:13](=O)([O-])[O-].[K+].[K+].IC.CN(C)C=O, predict the reaction product.